From a dataset of Reaction yield outcomes from USPTO patents with 853,638 reactions. Predict the reaction yield, written as a fraction of the theoretical maximum amount of product (1.0 means a 100% yield; for example, 0.34 means a 34% yield). (1) The reactants are [CH:1]([NH:4]C(C)C)(C)[CH3:2].[Li]CCCC.[CH3:13][C:14]1([C:17]([O:19]C)=O)[CH2:16][CH2:15]1. The catalyst is C1COCC1. The product is [CH3:13][C:14]1([C:17](=[O:19])[CH2:2][C:1]#[N:4])[CH2:16][CH2:15]1. The yield is 0.890. (2) The reactants are [S:1]([C:5]([C:8]([C:11]([C:14]([F:17])([F:16])[F:15])([F:13])[F:12])([F:10])[F:9])([F:7])[F:6])([O-:4])(=[O:3])=[O:2].[K+].S([O-])(O)(=O)=O.[CH3:24][C:25]1[CH:30]=[CH:29][C:28]([I+:31][C:32]2[CH:37]=[CH:36][C:35]([CH2:38][CH:39]([CH3:41])[CH3:40])=[CH:34][CH:33]=2)=[CH:27][CH:26]=1.C(Cl)Cl. The catalyst is O.CO. The product is [S:1]([C:5]([C:8]([C:11]([C:14]([F:15])([F:16])[F:17])([F:12])[F:13])([F:10])[F:9])([F:7])[F:6])([O-:4])(=[O:3])=[O:2].[CH3:24][C:25]1[CH:26]=[CH:27][C:28]([I+:31][C:32]2[CH:37]=[CH:36][C:35]([CH2:38][CH:39]([CH3:41])[CH3:40])=[CH:34][CH:33]=2)=[CH:29][CH:30]=1. The yield is 0.340.